This data is from Full USPTO retrosynthesis dataset with 1.9M reactions from patents (1976-2016). The task is: Predict the reactants needed to synthesize the given product. (1) Given the product [Cl-:18].[Br:1][C:2]1[CH:7]=[CH:6][C:5]([C@H:8]([NH3+:10])[CH3:9])=[C:4]([F:17])[CH:3]=1, predict the reactants needed to synthesize it. The reactants are: [Br:1][C:2]1[CH:7]=[CH:6][C:5]([C@H:8]([NH:10]S(C(C)(C)C)=O)[CH3:9])=[C:4]([F:17])[CH:3]=1.[ClH:18].O1CCOCC1. (2) Given the product [Cl:1][C:2]1[C:7]([C:8]2[C:13]([F:14])=[CH:12][C:11]([F:15])=[CH:10][C:9]=2[F:16])=[C:6]([NH:26][C@@H:24]([CH3:25])[C:23]([F:28])([F:27])[F:22])[N:5]2[N:18]=[CH:19][N:20]=[C:4]2[N:3]=1, predict the reactants needed to synthesize it. The reactants are: [Cl:1][C:2]1[C:7]([C:8]2[C:13]([F:14])=[CH:12][C:11]([F:15])=[CH:10][C:9]=2[F:16])=[C:6](Cl)[N:5]2[N:18]=[CH:19][N:20]=[C:4]2[N:3]=1.Cl.[F:22][C:23]([F:28])([F:27])[C@@H:24]([NH2:26])[CH3:25].C(N(CC)C(C)C)(C)C. (3) Given the product [OH:27][C:23]1([CH2:26][OH:18])[CH2:25][CH:4]([NH:6][C:7](=[O:16])[O:8][CH2:9][C:10]2[CH:15]=[CH:14][CH:13]=[CH:12][CH:11]=2)[CH2:24]1, predict the reactants needed to synthesize it. The reactants are: C=C1C[CH:4]([NH:6][C:7](=[O:16])[O:8][CH2:9][C:10]2[CH:15]=[CH:14][CH:13]=[CH:12][CH:11]=2)C1.C(=O)([O-])[O-:18].[Na+].[Na+].[C:23]([OH:27])([CH3:26])([CH3:25])[CH3:24]. (4) Given the product [NH2:1][C:2]1[C:11]2[N:12]=[C:13]([CH2:34][O:35][CH2:36][CH3:37])[N:14]([CH2:15][CH2:16][O:17][CH2:18][CH2:19][O:20][CH2:21][CH2:22][O:23][CH2:24][CH2:25][P:26](=[O:27])([OH:30])[OH:33])[C:10]=2[C:9]2[CH:8]=[CH:7][CH:6]=[CH:5][C:4]=2[N:3]=1, predict the reactants needed to synthesize it. The reactants are: [NH2:1][C:2]1[C:11]2[N:12]=[C:13]([CH2:34][O:35][CH2:36][CH3:37])[N:14]([CH2:15][CH2:16][O:17][CH2:18][CH2:19][O:20][CH2:21][CH2:22][O:23][CH2:24][CH2:25][P:26](=[O:33])([O:30]CC)[O:27]CC)[C:10]=2[C:9]2[CH:8]=[CH:7][CH:6]=[CH:5][C:4]=2[N:3]=1.C[Si](Br)(C)C.